This data is from NCI-60 drug combinations with 297,098 pairs across 59 cell lines. The task is: Regression. Given two drug SMILES strings and cell line genomic features, predict the synergy score measuring deviation from expected non-interaction effect. Drug 1: CC12CCC(CC1=CCC3C2CCC4(C3CC=C4C5=CN=CC=C5)C)O. Drug 2: CC1=CC=C(C=C1)C2=CC(=NN2C3=CC=C(C=C3)S(=O)(=O)N)C(F)(F)F. Cell line: NCI-H460. Synergy scores: CSS=-8.04, Synergy_ZIP=0.229, Synergy_Bliss=-7.57, Synergy_Loewe=-10.1, Synergy_HSA=-10.00.